From a dataset of Forward reaction prediction with 1.9M reactions from USPTO patents (1976-2016). Predict the product of the given reaction. The product is: [Br:1][C:2]1[CH:3]=[C:4]([C:13](=[O:15])/[CH:14]=[C:24](\[C:19]2[CH:20]=[C:21]([Cl:23])[CH:22]=[C:17]([Cl:16])[CH:18]=2)/[C:25]([F:28])([F:27])[F:26])[CH:5]=[CH:6][C:7]=1[S:8][C:9]([CH3:11])([CH3:10])[CH3:12]. Given the reactants [Br:1][C:2]1[CH:3]=[C:4]([C:13](=[O:15])[CH3:14])[CH:5]=[CH:6][C:7]=1[S:8][C:9]([CH3:12])([CH3:11])[CH3:10].[Cl:16][C:17]1[CH:18]=[C:19]([C:24](=O)[C:25]([F:28])([F:27])[F:26])[CH:20]=[C:21]([Cl:23])[CH:22]=1.C(=O)([O-])[O-].[K+].[K+].C(N(CC)CC)C, predict the reaction product.